From a dataset of Reaction yield outcomes from USPTO patents with 853,638 reactions. Predict the reaction yield, written as a fraction of the theoretical maximum amount of product (1.0 means a 100% yield; for example, 0.34 means a 34% yield). (1) The reactants are [Cl:1][C:2]1[CH:3]=[C:4]([C:9]2([C:15]([OH:17])=O)[CH2:14][CH2:13][CH2:12][CH2:11][CH2:10]2)[CH:5]=[CH:6][C:7]=1[Cl:8].[CH3:18][NH2:19]. No catalyst specified. The product is [Cl:1][C:2]1[CH:3]=[C:4]([C:9]2([C:15]([NH:19][CH3:18])=[O:17])[CH2:14][CH2:13][CH2:12][CH2:11][CH2:10]2)[CH:5]=[CH:6][C:7]=1[Cl:8]. The yield is 0.350. (2) The reactants are Cl[C:2]1[CH:3]=[C:4]([C:9]2[N:14]=[C:13]([CH3:15])[N:12]=[C:11]([N:16]([CH2:26][C:27]3[CH:32]=[CH:31][C:30]([O:33][CH3:34])=[CH:29][CH:28]=3)[CH2:17][C:18]3[CH:23]=[CH:22][C:21]([O:24][CH3:25])=[CH:20][CH:19]=3)[N:10]=2)[C:5]([F:8])=[N:6][CH:7]=1.[C:35]([O:39][C:40]([N:42]1[CH2:47][CH2:46][N:45]([CH2:48][B-](F)(F)F)[C@@H:44]([CH3:53])[CH2:43]1)=[O:41])([CH3:38])([CH3:37])[CH3:36].[K+].C1(P(C2CCCCC2)C2C=CC=CC=2C2C(C(C)C)=CC(C(C)C)=CC=2C(C)C)CCCCC1.C(=O)([O-])[O-].[Cs+].[Cs+]. The catalyst is C1COCC1.O.C(O[Pd]OC(=O)C)(=O)C. The product is [CH3:25][O:24][C:21]1[CH:22]=[CH:23][C:18]([CH2:17][N:16]([CH2:26][C:27]2[CH:32]=[CH:31][C:30]([O:33][CH3:34])=[CH:29][CH:28]=2)[C:11]2[N:12]=[C:13]([CH3:15])[N:14]=[C:9]([C:4]3[CH:3]=[C:2]([CH2:48][N:45]4[CH2:46][CH2:47][N:42]([C:40]([O:39][C:35]([CH3:38])([CH3:37])[CH3:36])=[O:41])[CH2:43][C@@H:44]4[CH3:53])[CH:7]=[N:6][C:5]=3[F:8])[N:10]=2)=[CH:19][CH:20]=1. The yield is 0.840. (3) The reactants are [Cl:1][C:2]1[CH:3]=[C:4]([CH:24]([CH2:30][CH:31]2[CH2:33][CH2:32]2)[C:25]([O:27]CC)=[O:26])[CH:5]=[C:6]([C:14]2[CH:19]=[CH:18][C:17]([C:20]([F:23])([F:22])[F:21])=[CH:16][CH:15]=2)[C:7]=1[O:8][CH2:9][C:10]([F:13])([F:12])[F:11].O.[OH-].[Li+]. The product is [Cl:1][C:2]1[CH:3]=[C:4]([CH:24]([CH2:30][CH:31]2[CH2:32][CH2:33]2)[C:25]([OH:27])=[O:26])[CH:5]=[C:6]([C:14]2[CH:15]=[CH:16][C:17]([C:20]([F:21])([F:22])[F:23])=[CH:18][CH:19]=2)[C:7]=1[O:8][CH2:9][C:10]([F:12])([F:13])[F:11]. The yield is 0.880. The catalyst is CO.C1COCC1.O. (4) The reactants are [CH:1]1([CH2:7][N:8]2[C:13](=[O:14])[C:12]([C:15](O)=[O:16])=[CH:11][C:10]3[CH2:18][CH2:19][CH2:20][CH2:21][CH2:22][CH2:23][C:9]2=3)[CH2:6][CH2:5][CH2:4][CH2:3][CH2:2]1.Br.[NH2:25][CH:26]1[CH2:30][CH2:29][O:28][C:27]1=[O:31].C(N(CC)CC)C.CCCCCC.C(OCC)(=O)C. The catalyst is C1COCC1. The product is [O:31]=[C:27]1[CH:26]([NH:25][C:15]([C:12]2[C:13](=[O:14])[N:8]([CH2:7][CH:1]3[CH2:6][CH2:5][CH2:4][CH2:3][CH2:2]3)[C:9]3[CH2:23][CH2:22][CH2:21][CH2:20][CH2:19][CH2:18][C:10]=3[CH:11]=2)=[O:16])[CH2:30][CH2:29][O:28]1. The yield is 0.770. (5) The reactants are CCN(S(F)(F)[F:7])CC.O[CH2:11][CH:12]([CH3:28])[CH2:13][C@@H:14]1[CH2:18][N:17]([C@H:19]([C:21]2[CH:26]=[CH:25][CH:24]=[CH:23][CH:22]=2)[CH3:20])[C:16](=[O:27])[CH2:15]1. The catalyst is C(Cl)Cl. The product is [F:7][CH2:11][CH:12]([CH3:28])[CH2:13][C@@H:14]1[CH2:18][N:17]([C@H:19]([C:21]2[CH:26]=[CH:25][CH:24]=[CH:23][CH:22]=2)[CH3:20])[C:16](=[O:27])[CH2:15]1. The yield is 0.370. (6) The reactants are [CH3:1][C:2]1[C:7](=[O:8])[N:6]([CH3:9])[C:5]([NH:10][C:11]2[CH:12]=[CH:13][C:14]([I:18])=[CH:15][C:16]=2[F:17])=[C:4]2[C:19]([N:21]([CH:35]3[CH2:37][CH2:36]3)[C:22]([N:24]([C:25]3[CH:26]=[CH:27][CH:28]=[C:29]([NH:31][C:32]([CH3:34])=[O:33])[CH:30]=3)[C:3]=12)=[O:23])=[O:20].[CH3:38][S:39]([CH3:41])=[O:40]. No catalyst specified. The product is [CH3:1][C:2]1[C:7](=[O:8])[N:6]([CH3:9])[C:5]([NH:10][C:11]2[CH:12]=[CH:13][C:14]([I:18])=[CH:15][C:16]=2[F:17])=[C:4]2[C:19]([N:21]([CH:35]3[CH2:36][CH2:37]3)[C:22]([N:24]([C:25]3[CH:26]=[CH:27][CH:28]=[C:29]([NH:31][C:32]([CH3:34])=[O:33])[CH:30]=3)[C:3]=12)=[O:23])=[O:20].[CH3:38][S:39]([CH3:41])=[O:40]. The yield is 0.748. (7) The catalyst is CN(C=O)C.O. The reactants are Br[C:2]1[CH:11]=[CH:10][C:5]2[NH:6][C:7](=[O:9])[O:8][C:4]=2[CH:3]=1.[Cu][C:13]#[N:14].[C-]#N.[Na+]. The product is [O:9]=[C:7]1[NH:6][C:5]2[CH:10]=[CH:11][C:2]([C:13]#[N:14])=[CH:3][C:4]=2[O:8]1. The yield is 0.930. (8) The reactants are [CH2:1]([N:8]([CH2:14][C:15]1([OH:28])[CH2:20][CH2:19][N:18]([C:21]([O:23][C:24]([CH3:27])([CH3:26])[CH3:25])=[O:22])[CH2:17][CH2:16]1)[C:9]([CH3:13])([CH3:12])[CH2:10]O)[C:2]1[CH:7]=[CH:6][CH:5]=[CH:4][CH:3]=1.C(N(CC)C(C)C)(C)C.CS(OS(C)(=O)=O)(=O)=O. The catalyst is O1CCCC1.C(OCC)(=O)C. The product is [CH2:1]([N:8]1[C:9]([CH3:13])([CH3:10])[CH2:12][O:28][C:15]2([CH2:16][CH2:17][N:18]([C:21]([O:23][C:24]([CH3:25])([CH3:26])[CH3:27])=[O:22])[CH2:19][CH2:20]2)[CH2:14]1)[C:2]1[CH:7]=[CH:6][CH:5]=[CH:4][CH:3]=1. The yield is 0.280.